From a dataset of Forward reaction prediction with 1.9M reactions from USPTO patents (1976-2016). Predict the product of the given reaction. (1) Given the reactants [C:1](N1[C@H](C2C=CC=CC=2)[C@H](C2C=CC=CC=2)OC1=O)(=O)[CH3:2].C[Si]([N-][Si](C)(C)C)(C)C.[Li+].[CH2:32]([O:39][CH2:40][C:41]1[C:42]([O:51][CH3:52])=[N:43][CH:44]=[CH:45][C:46]=1[C:47](=[O:50])[CH2:48][CH3:49])[C:33]1[CH:38]=[CH:37][CH:36]=[CH:35][CH:34]=1.[Li+].[OH-:54].[OH:55]O, predict the reaction product. The product is: [CH2:32]([O:39][CH2:40][C:41]1[C:42]([O:51][CH3:52])=[N:43][CH:44]=[CH:45][C:46]=1[C@@:47]([OH:50])([CH2:1][CH3:2])[CH2:48][C:49]([OH:55])=[O:54])[C:33]1[CH:34]=[CH:35][CH:36]=[CH:37][CH:38]=1. (2) Given the reactants Cl[C:2]1[C:11]2[C:6](=[CH:7][CH:8]=[CH:9][CH:10]=2)[CH:5]=[C:4]([NH:12][C:13]2[CH:17]=[C:16]([CH3:18])[NH:15][N:14]=2)[N:3]=1.[Cl:19][C:20]1[CH:21]=[C:22](B(O)O)[CH:23]=[CH:24][CH:25]=1, predict the reaction product. The product is: [Cl:19][C:20]1[CH:25]=[C:24]([C:2]2[C:11]3[C:6](=[CH:7][CH:8]=[CH:9][CH:10]=3)[CH:5]=[C:4]([NH:12][C:13]3[CH:17]=[C:16]([CH3:18])[NH:15][N:14]=3)[N:3]=2)[CH:23]=[CH:22][CH:21]=1. (3) Given the reactants [OH:1][C:2]1[C:3]([C:12]#[N:13])=[N:4][CH:5]=[C:6]2[C:11]=1[N:10]=[CH:9][CH:8]=[CH:7]2.[Cl:14][C:15]1[CH:16]=[C:17]([CH2:21][C:22]([NH:24][NH2:25])=O)[CH:18]=[CH:19][CH:20]=1, predict the reaction product. The product is: [Cl:14][C:15]1[CH:16]=[C:17]([CH:18]=[CH:19][CH:20]=1)[CH2:21][C:22]1[NH:13][C:12]([C:3]2[C:2]([OH:1])=[C:11]3[C:6]([CH:7]=[CH:8][CH:9]=[N:10]3)=[CH:5][N:4]=2)=[N:25][N:24]=1.